This data is from Peptide-MHC class I binding affinity with 185,985 pairs from IEDB/IMGT. The task is: Regression. Given a peptide amino acid sequence and an MHC pseudo amino acid sequence, predict their binding affinity value. This is MHC class I binding data. (1) The peptide sequence is VVNYDNSTK. The MHC is HLA-A11:01 with pseudo-sequence HLA-A11:01. The binding affinity (normalized) is 0.574. (2) The peptide sequence is KNSQKGQHI. The MHC is HLA-A24:02 with pseudo-sequence HLA-A24:02. The binding affinity (normalized) is 0. (3) The peptide sequence is AENLYVTVF. The MHC is H-2-Kk with pseudo-sequence H-2-Kk. The binding affinity (normalized) is 0.136. (4) The peptide sequence is DAGCAWYEL. The MHC is Patr-B0101 with pseudo-sequence Patr-B0101. The binding affinity (normalized) is 0.314. (5) The peptide sequence is MVKNNKIQK. The MHC is HLA-B15:01 with pseudo-sequence HLA-B15:01. The binding affinity (normalized) is 0.0926. (6) The peptide sequence is ALEYLSELK. The MHC is HLA-A68:01 with pseudo-sequence HLA-A68:01. The binding affinity (normalized) is 0.246. (7) The peptide sequence is LTDDMIAAY. The MHC is HLA-B40:01 with pseudo-sequence HLA-B40:01. The binding affinity (normalized) is 0.0847. (8) The peptide sequence is CEMNHVNSM. The MHC is HLA-B40:01 with pseudo-sequence HLA-B40:01. The binding affinity (normalized) is 0.261. (9) The peptide sequence is MLPPCYNFLK. The MHC is HLA-A68:01 with pseudo-sequence HLA-A68:01. The binding affinity (normalized) is 0.911. (10) The peptide sequence is RPRIRLSAP. The MHC is HLA-B08:01 with pseudo-sequence HLA-B08:01. The binding affinity (normalized) is 0.303.